The task is: Regression. Given two drug SMILES strings and cell line genomic features, predict the synergy score measuring deviation from expected non-interaction effect.. This data is from NCI-60 drug combinations with 297,098 pairs across 59 cell lines. Drug 1: CC(CN1CC(=O)NC(=O)C1)N2CC(=O)NC(=O)C2. Drug 2: CC1=CC2C(CCC3(C2CCC3(C(=O)C)OC(=O)C)C)C4(C1=CC(=O)CC4)C. Synergy scores: CSS=42.5, Synergy_ZIP=9.80, Synergy_Bliss=10.0, Synergy_Loewe=4.91, Synergy_HSA=10.7. Cell line: ACHN.